From a dataset of KCNQ2 potassium channel screen with 302,405 compounds. Binary Classification. Given a drug SMILES string, predict its activity (active/inactive) in a high-throughput screening assay against a specified biological target. (1) The compound is O(C(=O)C(=O)c1n2c(nc1c1ccc(cc1)C)cccc2)CC. The result is 0 (inactive). (2) The compound is O1C(CCC1)CNC(=O)C(N(c1cc(c(cc1)C)C)C(=O)CNC(=O)c1occc1)c1ccccc1. The result is 0 (inactive). (3) The drug is O(CC(=O)Nc1ccc(C(C)(C)C)cc1)C(=O)CCc1[nH]c2c(c(=O)n1)cccc2. The result is 0 (inactive). (4) The drug is Brc1cc2C3C(C(Sc4[nH]c(sc34)=O)C(O)=O)C(Oc2cc1)=O. The result is 0 (inactive). (5) The compound is ClCC(=O)c1c(n(c(c1)C)c1ccc(OC)cc1)C. The result is 0 (inactive). (6) The compound is Clc1cc(NC(=O)N\C=C\c2occc2)ccc1. The result is 1 (active). (7) The molecule is s1c(C(N(c2ccc(cc2)C(=O)C)C(=O)c2occc2)C(=O)NC2CCCC2)ccc1. The result is 0 (inactive).